This data is from Peptide-MHC class I binding affinity with 185,985 pairs from IEDB/IMGT. The task is: Regression. Given a peptide amino acid sequence and an MHC pseudo amino acid sequence, predict their binding affinity value. This is MHC class I binding data. The MHC is HLA-B35:01 with pseudo-sequence HLA-B35:01. The peptide sequence is IPCRDVVL. The binding affinity (normalized) is 0.0990.